The task is: Predict the product of the given reaction.. This data is from Forward reaction prediction with 1.9M reactions from USPTO patents (1976-2016). Given the reactants [Cl:1][C:2]1[N:7]=[C:6](S(C)(=O)=O)[N:5]=[C:4]([N:12]2[C@H:17]([C:18]([F:21])([F:20])[F:19])[CH2:16][CH2:15][C@H:14]([C:22]([NH:24][CH:25]3[CH2:30][CH2:29][CH2:28][CH2:27][CH2:26]3)=[O:23])[CH2:13]2)[CH:3]=1.CCN(C(C)C)C(C)C.[CH3:40][O:41][C:42]1[CH:47]=[C:46]([O:48][CH3:49])[CH:45]=[CH:44][C:43]=1[CH2:50][NH2:51].CCOC(C)=O, predict the reaction product. The product is: [CH3:40][O:41][C:42]1[CH:47]=[C:46]([O:48][CH3:49])[CH:45]=[CH:44][C:43]=1[CH2:50][NH:51][C:6]1[N:5]=[C:4]([N:12]2[C@H:17]([C:18]([F:21])([F:20])[F:19])[CH2:16][CH2:15][C@H:14]([C:22]([NH:24][CH:25]3[CH2:30][CH2:29][CH2:28][CH2:27][CH2:26]3)=[O:23])[CH2:13]2)[CH:3]=[C:2]([Cl:1])[N:7]=1.